From a dataset of Forward reaction prediction with 1.9M reactions from USPTO patents (1976-2016). Predict the product of the given reaction. (1) Given the reactants CC1(C)C2C(=C(P(C3C=CC=CC=3)C3C=CC=CC=3)C=CC=2)OC2C(P(C3C=CC=CC=3)C3C=CC=CC=3)=CC=CC1=2.Br[C:44]1[CH:49]=[CH:48][CH:47]=[CH:46][CH:45]=1.[O:50]1[CH:55]([C:56]([O:58][CH2:59][CH3:60])=[O:57])[CH2:54][NH:53][C:52]2[CH:61]=[CH:62][CH:63]=[CH:64][C:51]1=2.C(=O)([O-])[O-].[Cs+].[Cs+], predict the reaction product. The product is: [C:44]1([N:53]2[CH2:54][CH:55]([C:56]([O:58][CH2:59][CH3:60])=[O:57])[O:50][C:51]3[CH:64]=[CH:63][CH:62]=[CH:61][C:52]2=3)[CH:49]=[CH:48][CH:47]=[CH:46][CH:45]=1. (2) Given the reactants [Cl:1][C:2]1[N:3]=[C:4](Cl)[C:5]2[CH:10]=[CH:9][NH:8][C:6]=2[N:7]=1.[CH2:12]([O:14][C:15](=[O:23])[CH2:16][CH:17]1[CH2:22][CH2:21][NH:20][CH2:19][CH2:18]1)[CH3:13].CCN(C(C)C)C(C)C.O, predict the reaction product. The product is: [Cl:1][C:2]1[N:3]=[C:4]([N:20]2[CH2:21][CH2:22][CH:17]([CH2:16][C:15]([O:14][CH2:12][CH3:13])=[O:23])[CH2:18][CH2:19]2)[C:5]2[CH:10]=[CH:9][NH:8][C:6]=2[N:7]=1. (3) Given the reactants FC(F)(F)S(O[C:7]1[CH2:8][CH2:9][N:10]([C:13]([O:15][C:16]([CH3:19])([CH3:18])[CH3:17])=[O:14])[CH2:11][CH:12]=1)(=O)=O.[C:22]([NH:25][C:26]1[CH:27]=[C:28](B(O)O)[CH:29]=[CH:30][CH:31]=1)(=[O:24])[CH3:23], predict the reaction product. The product is: [C:22]([NH:25][C:26]1[CH:31]=[C:30]([C:7]2[CH2:8][CH2:9][N:10]([C:13]([O:15][C:16]([CH3:19])([CH3:18])[CH3:17])=[O:14])[CH2:11][CH:12]=2)[CH:29]=[CH:28][CH:27]=1)(=[O:24])[CH3:23]. (4) The product is: [C:13]1([C:10]2[CH:11]=[CH:12][C:7]([Sn:22]([CH3:24])([CH3:23])[CH3:21])=[N:8][CH:9]=2)[CH:18]=[CH:17][CH:16]=[CH:15][CH:14]=1. Given the reactants FC(F)(F)S(O[C:7]1[CH:12]=[CH:11][C:10]([C:13]2[CH:18]=[CH:17][CH:16]=[CH:15][CH:14]=2)=[CH:9][N:8]=1)(=O)=O.[CH3:21][Sn:22](Cl)([CH3:24])[CH3:23], predict the reaction product. (5) The product is: [CH:1]1([CH2:6][C@H:7]([CH2:30][N:31]([CH:39]=[O:40])[O:32][CH:33]2[CH2:38][CH2:37][CH2:36][CH2:35][O:34]2)[C:8]([N:10]2[C@H:14]([C:15]([NH:17][C:18]3[N:23]=[CH:22][CH:21]=[CH:20][N:19]=3)=[O:16])[CH2:13][CH2:12][NH:11]2)=[O:9])[CH2:5][CH2:4][CH2:3][CH2:2]1. Given the reactants [CH:1]1([CH2:6][C@H:7]([CH2:30][N:31]([CH:39]=[O:40])[O:32][CH:33]2[CH2:38][CH2:37][CH2:36][CH2:35][O:34]2)[C:8]([N:10]2[CH:14]([C:15]([NH:17][C:18]3[N:23]=[CH:22][CH:21]=[CH:20][N:19]=3)=[O:16])[CH2:13][CH2:12][N:11]2C(OCC=C)=O)=[O:9])[CH2:5][CH2:4][CH2:3][CH2:2]1.N1CCOCC1, predict the reaction product. (6) Given the reactants [C:1]([C:5]1[N:10]=[CH:9][C:8]([C:11]2[N:12]([C:32](Cl)=[O:33])[C@@:13]([C:25]3[CH:30]=[CH:29][C:28]([Cl:31])=[CH:27][CH:26]=3)([CH3:24])[C@@:14]([C:17]3[CH:22]=[CH:21][C:20]([Cl:23])=[CH:19][CH:18]=3)([CH3:16])[N:15]=2)=[C:7]([O:35][CH2:36][CH3:37])[CH:6]=1)([CH3:4])([CH3:3])[CH3:2].[O:38]=[S:39]1(=[O:50])[CH2:43][CH2:42][CH:41]([N:44]2[CH2:49][CH2:48][NH:47][CH2:46][CH2:45]2)[CH2:40]1, predict the reaction product. The product is: [C:1]([C:5]1[N:10]=[CH:9][C:8]([C:11]2[N:12]([C:32]([N:47]3[CH2:48][CH2:49][N:44]([CH:41]4[CH2:42][CH2:43][S:39](=[O:50])(=[O:38])[CH2:40]4)[CH2:45][CH2:46]3)=[O:33])[C@@:13]([C:25]3[CH:26]=[CH:27][C:28]([Cl:31])=[CH:29][CH:30]=3)([CH3:24])[C@@:14]([C:17]3[CH:18]=[CH:19][C:20]([Cl:23])=[CH:21][CH:22]=3)([CH3:16])[N:15]=2)=[C:7]([O:35][CH2:36][CH3:37])[CH:6]=1)([CH3:4])([CH3:3])[CH3:2].